Dataset: Reaction yield outcomes from USPTO patents with 853,638 reactions. Task: Predict the reaction yield, written as a fraction of the theoretical maximum amount of product (1.0 means a 100% yield; for example, 0.34 means a 34% yield). (1) The reactants are Br.Br[CH2:3][C:4]1[N:5]=[C:6]2[C:11](=[N:12][CH:13]=1)[N:10]=[C:9]([NH2:14])[N:8]=[C:7]2[NH2:15].[CH2:16]([NH2:23])[C:17]1[CH:22]=[CH:21][CH:20]=[CH:19][CH:18]=1.C(=O)(O)[O-]. The catalyst is CN(C)C(=O)C. The product is [CH2:16]([NH:23][CH2:3][C:4]1[N:5]=[C:6]2[C:11](=[N:12][CH:13]=1)[N:10]=[C:9]([NH2:14])[N:8]=[C:7]2[NH2:15])[C:17]1[CH:22]=[CH:21][CH:20]=[CH:19][CH:18]=1. The yield is 0.620. (2) The product is [Cl:22][CH2:21][CH2:20][CH2:19][CH2:18][CH2:17][N:6]1[CH:7]=[C:2]([CH3:1])[C:3](=[O:9])[NH:4][C:5]1=[O:8]. The yield is 0.110. The catalyst is CN(C=O)C. The reactants are [CH3:1][C:2]1[C:3](=[O:9])[NH:4][C:5](=[O:8])[NH:6][CH:7]=1.C([O-])([O-])=O.[K+].[K+].Br[CH2:17][CH2:18][CH2:19][CH2:20][CH2:21][Cl:22].C(Cl)Cl. (3) The reactants are [F:1][C:2]([F:16])([F:15])[C:3]1[CH:14]=[CH:13][C:6]([CH2:7][CH:8]([C:11]#[N:12])[C:9]#[N:10])=[CH:5][CH:4]=1.[H-].[Na+].Br[CH2:20][CH2:21][C:22]([F:26])=[C:23]([F:25])[F:24]. The catalyst is CN(C)C=O. The product is [F:26][C:22](=[C:23]([F:25])[F:24])[CH2:21][CH2:20][C:8]([CH2:7][C:6]1[CH:5]=[CH:4][C:3]([C:2]([F:15])([F:16])[F:1])=[CH:14][CH:13]=1)([C:11]#[N:12])[C:9]#[N:10]. The yield is 0.210. (4) The reactants are [C:9](O[C:9]([O:11][C:12]([CH3:15])([CH3:14])[CH3:13])=[O:10])([O:11][C:12]([CH3:15])([CH3:14])[CH3:13])=[O:10].[NH2:16][C:17]1([C:30]([OH:32])=[O:31])[CH2:22][CH2:21][N:20]([C:23]([O:25][C:26]([CH3:29])([CH3:28])[CH3:27])=[O:24])[CH2:19][CH2:18]1.S([O-])(O)(=O)=O.[K+]. The catalyst is O. The product is [C:26]([O:25][C:23]([N:20]1[CH2:19][CH2:18][C:17]([NH:16][C:9]([O:11][C:12]([CH3:13])([CH3:14])[CH3:15])=[O:10])([C:30]([OH:32])=[O:31])[CH2:22][CH2:21]1)=[O:24])([CH3:29])([CH3:27])[CH3:28]. The yield is 0.740.